Dataset: Forward reaction prediction with 1.9M reactions from USPTO patents (1976-2016). Task: Predict the product of the given reaction. (1) Given the reactants Br[C:2]1[CH:7]=[CH:6][C:5]([C:8]2[O:12][N:11]=[C:10]([CH3:13])[C:9]=2[CH:14]([C:16]2[N:17]=[N:18][N:19]([CH:21]([C:23]3[CH:28]=[CH:27][CH:26]=[CH:25][CH:24]=3)[CH3:22])[CH:20]=2)[OH:15])=[CH:4][CH:3]=1.[CH2:29]([O:31][C:32]([C:34]1([C:37]2[CH:42]=[CH:41][C:40](B3OC(C)(C)C(C)(C)O3)=[CH:39][CH:38]=2)[CH2:36][CH2:35]1)=[O:33])[CH3:30], predict the reaction product. The product is: [CH2:29]([O:31][C:32]([C:34]1([C:37]2[CH:42]=[CH:41][C:40]([C:2]3[CH:3]=[CH:4][C:5]([C:8]4[O:12][N:11]=[C:10]([CH3:13])[C:9]=4[CH:14]([OH:15])[C:16]4[N:17]=[N:18][N:19]([CH:21]([C:23]5[CH:28]=[CH:27][CH:26]=[CH:25][CH:24]=5)[CH3:22])[CH:20]=4)=[CH:6][CH:7]=3)=[CH:39][CH:38]=2)[CH2:35][CH2:36]1)=[O:33])[CH3:30]. (2) Given the reactants [OH:1][C:2]1[CH:3]=[C:4]2[C:9](=[CH:10][CH:11]=1)[C:8](=[O:12])[CH2:7][CH2:6][CH2:5]2.[CH3:13][N:14]([CH3:18])[CH2:15][CH2:16]O.C1(P(C2C=CC=CC=2)C2C=CC=CC=2)C=CC=CC=1.N(C(OCC)=O)=NC(OCC)=O, predict the reaction product. The product is: [CH3:13][N:14]([CH3:18])[CH2:15][CH2:16][O:1][C:2]1[CH:3]=[C:4]2[C:9](=[CH:10][CH:11]=1)[C:8](=[O:12])[CH2:7][CH2:6][CH2:5]2. (3) Given the reactants [Cl:1][C:2]1[C:3]([NH:21][C:22]2[C:31]([F:32])=[CH:30][CH:29]=[CH:28][C:23]=2[C:24]([NH:26][CH3:27])=[O:25])=[N:4][C:5]([NH:8][C:9]2[CH:10]=[CH:11][C:12]3[CH2:18][NH:17][CH2:16][C:15](=[O:19])[NH:14][C:13]=3[CH:20]=2)=[N:6][CH:7]=1.N1C=CC=CC=1.[C:39](O[C:39]([O:40][CH2:41][CH3:42])=[O:43])(=[O:43])[O:40][CH2:41][CH3:42], predict the reaction product. The product is: [CH2:41]([O:40][C:39]([N:17]1[CH2:18][C:12]2[CH:11]=[CH:10][C:9]([NH:8][C:5]3[N:4]=[C:3]([NH:21][C:22]4[C:23]([C:24](=[O:25])[NH:26][CH3:27])=[CH:28][CH:29]=[CH:30][C:31]=4[F:32])[C:2]([Cl:1])=[CH:7][N:6]=3)=[CH:20][C:13]=2[NH:14][C:15](=[O:19])[CH2:16]1)=[O:43])[CH3:42]. (4) Given the reactants C[Mg]Br.Br[C:5]1[CH:6]=[C:7]([C:18]#[N:19])[N:8]([NH:10][C:11](=[O:17])[O:12][C:13]([CH3:16])([CH3:15])[CH3:14])[CH:9]=1.C([Li])CCC.CCCCCC.[CH2:31]=[O:32], predict the reaction product. The product is: [C:18]([C:7]1[N:8]([NH:10][C:11](=[O:17])[O:12][C:13]([CH3:16])([CH3:15])[CH3:14])[CH:9]=[C:5]([CH2:31][OH:32])[CH:6]=1)#[N:19]. (5) Given the reactants [C:1]([NH:20][C@H:21]([C:31]([O:33][C:34]([CH3:37])([CH3:36])[CH3:35])=[O:32])[CH2:22][CH2:23][C:24]([O:26][C:27]([CH3:30])([CH3:29])[CH3:28])=[O:25])([C:14]1[CH:19]=[CH:18][CH:17]=[CH:16][CH:15]=1)([C:8]1[CH:13]=[CH:12][CH:11]=[CH:10][CH:9]=1)[C:2]1[CH:7]=[CH:6][CH:5]=[CH:4][CH:3]=1.Br[CH2:39][C:40]1[CH:45]=[CH:44][C:43]([O:46][CH2:47][C:48]2[CH:53]=[CH:52][CH:51]=[CH:50][CH:49]=2)=[CH:42][CH:41]=1, predict the reaction product. The product is: [CH2:47]([O:46][C:43]1[CH:42]=[CH:41][C:40]([CH2:39][CH:23]([C:24]([O:26][C:27]([CH3:30])([CH3:28])[CH3:29])=[O:25])[CH2:22][C@@H:21]([C:31]([O:33][C:34]([CH3:37])([CH3:36])[CH3:35])=[O:32])[NH:20][C:1]([C:8]2[CH:13]=[CH:12][CH:11]=[CH:10][CH:9]=2)([C:14]2[CH:15]=[CH:16][CH:17]=[CH:18][CH:19]=2)[C:2]2[CH:7]=[CH:6][CH:5]=[CH:4][CH:3]=2)=[CH:45][CH:44]=1)[C:48]1[CH:49]=[CH:50][CH:51]=[CH:52][CH:53]=1. (6) Given the reactants C(N(CC)CC)C.[F:8][C:9]1[C:14]([F:15])=[CH:13][CH:12]=[CH:11][C:10]=1[C@H:16]1[CH2:22][N:21]2[C:23]([CH2:26][C:27]([F:30])([F:29])[F:28])=[CH:24][N:25]=[C:20]2[C@H:19]([NH2:31])[CH2:18][CH2:17]1.Cl[C:33](OC1C=CC([N+]([O-])=O)=CC=1)=[O:34].[CH3:45][N:46]1[C:50]2([CH2:55][CH2:54][NH:53][CH2:52][CH2:51]2)[C:49](=[O:56])[NH:48][C:47]1=[O:57].C(=O)([O-])[O-].[Na+].[Na+], predict the reaction product. The product is: [F:8][C:9]1[C:14]([F:15])=[CH:13][CH:12]=[CH:11][C:10]=1[C@H:16]1[CH2:22][N:21]2[C:23]([CH2:26][C:27]([F:30])([F:28])[F:29])=[CH:24][N:25]=[C:20]2[C@H:19]([NH:31][C:33]([N:53]2[CH2:52][CH2:51][C:50]3([N:46]([CH3:45])[C:47](=[O:57])[NH:48][C:49]3=[O:56])[CH2:55][CH2:54]2)=[O:34])[CH2:18][CH2:17]1. (7) Given the reactants [OH-].[Na+].[CH:3]1([C:9]2[N:13]3[C:14]4[CH:20]=[CH:19][N:18](S(C5C=CC(C)=CC=5)(=O)=O)[C:15]=4[N:16]=[CH:17][C:12]3=[N:11][CH:10]=2)[CH2:8][CH2:7][CH2:6][CH2:5][CH2:4]1, predict the reaction product. The product is: [CH:3]1([C:9]2[N:13]3[C:14]4[CH:20]=[CH:19][NH:18][C:15]=4[N:16]=[CH:17][C:12]3=[N:11][CH:10]=2)[CH2:4][CH2:5][CH2:6][CH2:7][CH2:8]1.